Dataset: Reaction yield outcomes from USPTO patents with 853,638 reactions. Task: Predict the reaction yield, written as a fraction of the theoretical maximum amount of product (1.0 means a 100% yield; for example, 0.34 means a 34% yield). (1) The reactants are [CH2:1]([O:8][C:9]1[CH:14]=[CH:13][CH:12]=[CH:11][C:10]=1[C:15]1[N:20]=[C:19](Br)[C:18]([C:22]#[N:23])=[C:17]([CH:24]2[CH2:29][CH2:28][CH2:27][N:26]([C:30]([O:32][C:33]([CH3:36])([CH3:35])[CH3:34])=[O:31])[CH2:25]2)[CH:16]=1)[C:2]1[CH:7]=[CH:6][CH:5]=[CH:4][CH:3]=1.C(N(CC)CC)C.[CH2:44]([NH2:51])[C:45]1[CH:50]=[CH:49][CH:48]=[CH:47][CH:46]=1. The catalyst is CS(C)=O. The product is [CH2:1]([O:8][C:9]1[CH:14]=[CH:13][CH:12]=[CH:11][C:10]=1[C:15]1[N:20]=[C:19]([NH:51][CH2:44][C:45]2[CH:50]=[CH:49][CH:48]=[CH:47][CH:46]=2)[C:18]([C:22]#[N:23])=[C:17]([CH:24]2[CH2:29][CH2:28][CH2:27][N:26]([C:30]([O:32][C:33]([CH3:36])([CH3:35])[CH3:34])=[O:31])[CH2:25]2)[CH:16]=1)[C:2]1[CH:7]=[CH:6][CH:5]=[CH:4][CH:3]=1. The yield is 0.920. (2) The reactants are [CH3:1][O:2][C:3]([C:5]1[CH:6]=[C:7](B(O)O)[CH:8]=[CH:9][CH:10]=1)=[O:4].[OH:14][N:15]1[C:19](=[O:20])[C:18]2=[CH:21][CH:22]=[CH:23][CH:24]=[C:17]2[C:16]1=[O:25].N1C=CC=CC=1. The catalyst is [Cu]Cl.ClCCCl. The product is [CH3:1][O:2][C:3]([C:5]1[CH:6]=[C:7]([CH:8]=[CH:9][CH:10]=1)[O:14][N:15]1[C:16](=[O:25])[C:17]2=[CH:24][CH:23]=[CH:22][CH:21]=[C:18]2[C:19]1=[O:20])=[O:4]. The yield is 0.460.